Dataset: Forward reaction prediction with 1.9M reactions from USPTO patents (1976-2016). Task: Predict the product of the given reaction. (1) Given the reactants [NH2:1][C:2]1[CH:3]=[C:4]([C:8]2[N:13]=[C:12]([NH2:14])[N:11]=[C:10]([NH:15][CH3:16])[CH:9]=2)[CH:5]=[CH:6][CH:7]=1.[Cl:17][C:18]1[CH:23]=[CH:22][C:21]([CH:24]([OH:28])[C:25](O)=[O:26])=[CH:20][CH:19]=1.OC1C2N=NNC=2C=CC=1, predict the reaction product. The product is: [NH2:14][C:12]1[N:13]=[C:8]([C:4]2[CH:3]=[C:2]([NH:1][C:25](=[O:26])[CH:24]([C:21]3[CH:22]=[CH:23][C:18]([Cl:17])=[CH:19][CH:20]=3)[OH:28])[CH:7]=[CH:6][CH:5]=2)[CH:9]=[C:10]([NH:15][CH3:16])[N:11]=1. (2) Given the reactants Br[C:2]1[CH:3]=[C:4]([CH:23]=[CH:24][CH:25]=1)[CH2:5][O:6][C:7]1[CH:12]=[CH:11][C:10]([C:13]2[CH:18]=[C:17]([F:19])[C:16]([F:20])=[CH:15][C:14]=2[O:21][CH3:22])=[CH:9][CH:8]=1.[I-].[Na+].C(=O)([O-])[O-].[Cs+].[Cs+].[NH:34]1[CH2:38][CH2:37][CH2:36][C@H:35]1[CH2:39][C:40]([OH:42])=[O:41], predict the reaction product. The product is: [F:20][C:16]1[C:17]([F:19])=[CH:18][C:13]([C:10]2[CH:11]=[CH:12][C:7]([O:6][CH2:5][C:4]3[CH:3]=[C:2]([N:34]4[CH2:38][CH2:37][CH2:36][C@H:35]4[CH2:39][C:40]([OH:42])=[O:41])[CH:25]=[CH:24][CH:23]=3)=[CH:8][CH:9]=2)=[C:14]([O:21][CH3:22])[CH:15]=1.